This data is from Forward reaction prediction with 1.9M reactions from USPTO patents (1976-2016). The task is: Predict the product of the given reaction. (1) Given the reactants [CH3:1][O:2][C:3](=[O:13])[CH:4]=[CH:5][C:6]1[CH:7]=[N:8][C:9]([CH3:12])=[N:10][CH:11]=1.C(Cl)Cl, predict the reaction product. The product is: [CH3:1][O:2][C:3](=[O:13])[CH2:4][CH2:5][C:6]1[CH:7]=[N:8][C:9]([CH3:12])=[N:10][CH:11]=1. (2) Given the reactants [F:1][C:2]([F:20])([F:19])[CH2:3][C:4]1[NH:5][C:6]2[C:11]([CH:12]=1)=[C:10]([C:13]([F:16])([F:15])[F:14])[C:9]([C:17]#[N:18])=[CH:8][CH:7]=2.C([O-])([O-])=O.[K+].[K+].Cl[CH2:28][C:29]1[N:33]=[C:32]([C:34]2[CH:39]=[CH:38][CH:37]=[C:36]([C:40]([F:43])([F:42])[F:41])[CH:35]=2)[O:31][N:30]=1.CC#N, predict the reaction product. The product is: [F:20][C:2]([F:1])([F:19])[CH2:3][C:4]1[N:5]([CH2:28][C:29]2[N:33]=[C:32]([C:34]3[CH:39]=[CH:38][CH:37]=[C:36]([C:40]([F:43])([F:41])[F:42])[CH:35]=3)[O:31][N:30]=2)[C:6]2[C:11]([CH:12]=1)=[C:10]([C:13]([F:16])([F:15])[F:14])[C:9]([C:17]#[N:18])=[CH:8][CH:7]=2. (3) Given the reactants [OH:1][C:2]1[C:7]([O:8][CH3:9])=[CH:6][C:5]([C:10]([O:12][C@H:13]2[C@H:33]([O:34][CH3:35])[C@@H:32]([C:36]([O:38][CH3:39])=[O:37])[C@@H:31]3[C@@H:15]([CH2:16][N:17]4[C@H:29]([CH2:30]3)[C:28]3[NH:27][C:26]5[C:21](=[CH:22][CH:23]=[C:24]([O:40][CH3:41])[CH:25]=5)[C:20]=3[CH2:19][CH2:18]4)[CH2:14]2)=[O:11])=[CH:4][C:3]=1[O:42][CH3:43].[C:44]1([CH2:50][C:51](O)=[O:52])[CH:49]=[CH:48][CH:47]=[CH:46][CH:45]=1.Cl.C(N=C=NCCCN(C)C)C, predict the reaction product. The product is: [CH3:9][O:8][C:7]1[CH:6]=[C:5]([C:10]([O:12][C@H:13]2[C@H:33]([O:34][CH3:35])[C@@H:32]([C:36]([O:38][CH3:39])=[O:37])[C@@H:31]3[C@@H:15]([CH2:16][N:17]4[C@H:29]([CH2:30]3)[C:28]3[NH:27][C:26]5[C:21](=[CH:22][CH:23]=[C:24]([O:40][CH3:41])[CH:25]=5)[C:20]=3[CH2:19][CH2:18]4)[CH2:14]2)=[O:11])[CH:4]=[C:3]([O:42][CH3:43])[C:2]=1[O:1][C:51](=[O:52])[CH2:50][C:44]1[CH:49]=[CH:48][CH:47]=[CH:46][CH:45]=1. (4) Given the reactants [CH2:1]([C:3]1[CH:8]=[CH:7][C:6]([NH:9][C:10]2[C:15]([F:16])=[C:14]([F:17])[CH:13]=[CH:12][C:11]=2[C:18]2[O:22][C:21]([NH:23][CH2:24][CH2:25][OH:26])=[N:20][N:19]=2)=[C:5]([F:27])[CH:4]=1)[CH3:2].N1C=CC=CC=1.[C:34](OC(=O)C)(=[O:36])[CH3:35].Cl, predict the reaction product. The product is: [CH2:1]([C:3]1[CH:8]=[CH:7][C:6]([NH:9][C:10]2[C:15]([F:16])=[C:14]([F:17])[CH:13]=[CH:12][C:11]=2[C:18]2[O:22][C:21]([NH:23][CH2:24][CH2:25][O:26][C:34](=[O:36])[CH3:35])=[N:20][N:19]=2)=[C:5]([F:27])[CH:4]=1)[CH3:2]. (5) Given the reactants Cl[C:2]1[N:7]=[C:6]([NH:8][C:9]2[CH:14]=[CH:13][C:12]([N:15]([CH3:17])[CH3:16])=[CH:11][C:10]=2[O:18][CH3:19])[C:5]([Cl:20])=[CH:4][N:3]=1.[NH2:21][C:22]1[C:42]([O:43][CH3:44])=[CH:41][C:25]2[CH2:26][CH2:27][N:28]([CH2:31][C:32]([N:34]3[CH2:39][CH2:38][N:37]([CH3:40])[CH2:36][CH2:35]3)=[O:33])[CH2:29][CH2:30][C:24]=2[CH:23]=1, predict the reaction product. The product is: [Cl:20][C:5]1[C:6]([NH:8][C:9]2[CH:14]=[CH:13][C:12]([N:15]([CH3:17])[CH3:16])=[CH:11][C:10]=2[O:18][CH3:19])=[N:7][C:2]([NH:21][C:22]2[C:42]([O:43][CH3:44])=[CH:41][C:25]3[CH2:26][CH2:27][N:28]([CH2:31][C:32]([N:34]4[CH2:35][CH2:36][N:37]([CH3:40])[CH2:38][CH2:39]4)=[O:33])[CH2:29][CH2:30][C:24]=3[CH:23]=2)=[N:3][CH:4]=1.